Dataset: Peptide-MHC class I binding affinity with 185,985 pairs from IEDB/IMGT. Task: Regression. Given a peptide amino acid sequence and an MHC pseudo amino acid sequence, predict their binding affinity value. This is MHC class I binding data. (1) The peptide sequence is YLHRDIFDI. The MHC is HLA-B15:01 with pseudo-sequence HLA-B15:01. The binding affinity (normalized) is 0.162. (2) The peptide sequence is GLPMNTGWV. The MHC is HLA-B15:01 with pseudo-sequence HLA-B15:01. The binding affinity (normalized) is 0.365. (3) The binding affinity (normalized) is 0.0847. The MHC is HLA-A26:01 with pseudo-sequence HLA-A26:01. The peptide sequence is GLYRLNFRR. (4) The peptide sequence is YTAVVPLVY. The MHC is HLA-A23:01 with pseudo-sequence HLA-A23:01. The binding affinity (normalized) is 0. (5) The peptide sequence is LLLSINSSFY. The MHC is HLA-A68:01 with pseudo-sequence HLA-A68:01. The binding affinity (normalized) is 0.533. (6) The peptide sequence is TNIRQAGVQYSR. The MHC is HLA-B35:01 with pseudo-sequence HLA-B35:01. The binding affinity (normalized) is 0. (7) The peptide sequence is YMLVLAEALI. The MHC is HLA-A02:01 with pseudo-sequence HLA-A02:01. The binding affinity (normalized) is 0.536. (8) The peptide sequence is TTANWLWAL. The MHC is HLA-A02:06 with pseudo-sequence HLA-A02:06. The binding affinity (normalized) is 0.835. (9) The peptide sequence is LLDPLYFEV. The MHC is HLA-A30:01 with pseudo-sequence HLA-A30:01. The binding affinity (normalized) is 0.0847.